Dataset: Forward reaction prediction with 1.9M reactions from USPTO patents (1976-2016). Task: Predict the product of the given reaction. Given the reactants C(O[C:6]([N:8]1[CH2:13][CH2:12][NH:11][CH2:10][CH2:9]1)=O)(C)(C)C.ClC[C:16](Cl)=[O:17].[CH3:19][O:20][CH2:21][CH2:22][NH:23][CH2:24][CH2:25][O:26][CH3:27], predict the reaction product. The product is: [CH3:19][O:20][CH2:21][CH2:22][N:23]([CH2:24][CH2:25][O:26][CH3:27])[C:16](=[O:17])[CH2:6][N:8]1[CH2:9][CH2:10][NH:11][CH2:12][CH2:13]1.